Dataset: Forward reaction prediction with 1.9M reactions from USPTO patents (1976-2016). Task: Predict the product of the given reaction. Given the reactants [CH3:1][O:2][C:3]1[CH:11]=[C:10]([C:12]2[CH:17]=[CH:16][N:15]=[CH:14][CH:13]=2)[CH:9]=[CH:8][C:4]=1[C:5]([OH:7])=O.CN(C(ON1N=NC2C=CC=NC1=2)=[N+](C)C)C.F[P-](F)(F)(F)(F)F.[CH:42]1([NH2:51])[C:50]2[C:45](=[CH:46][CH:47]=[CH:48][CH:49]=2)[CH2:44][CH2:43]1, predict the reaction product. The product is: [CH:42]1([NH:51][C:5](=[O:7])[C:4]2[CH:8]=[CH:9][C:10]([C:12]3[CH:17]=[CH:16][N:15]=[CH:14][CH:13]=3)=[CH:11][C:3]=2[O:2][CH3:1])[C:50]2[C:45](=[CH:46][CH:47]=[CH:48][CH:49]=2)[CH2:44][CH2:43]1.